From a dataset of Reaction yield outcomes from USPTO patents with 853,638 reactions. Predict the reaction yield, written as a fraction of the theoretical maximum amount of product (1.0 means a 100% yield; for example, 0.34 means a 34% yield). (1) The reactants are C(NC(C)C)(C)C.C([Li])CCC.[CH3:13][O:14][C:15]([CH:17]1[CH2:22][O:21][CH2:20][CH2:19][O:18]1)=[O:16].[CH:23](=[O:25])[CH3:24]. The catalyst is O1CCCC1. The product is [CH3:13][O:14][C:15]([C:17]1([CH:23]([OH:25])[CH3:24])[CH2:22][O:21][CH2:20][CH2:19][O:18]1)=[O:16]. The yield is 0.710. (2) The reactants are [NH2:1][C:2]1[CH:7]=[CH:6][C:5]([C:8]2[C:16]3[C:15]([NH2:17])=[N:14][CH:13]=[N:12][C:11]=3[O:10][CH:9]=2)=[CH:4][CH:3]=1.[C:18]1([CH3:27])[CH:23]=[CH:22][C:21]([N:24]=[C:25]=[O:26])=[CH:20][CH:19]=1. The catalyst is ClCCl. The product is [NH2:17][C:15]1[C:16]2[C:8]([C:5]3[CH:4]=[CH:3][C:2]([NH:1][C:25]([NH:24][C:21]4[CH:22]=[CH:23][C:18]([CH3:27])=[CH:19][CH:20]=4)=[O:26])=[CH:7][CH:6]=3)=[CH:9][O:10][C:11]=2[N:12]=[CH:13][N:14]=1. The yield is 0.700. (3) The reactants are N1C=CN=C1.C1(P(C2C=CC=CC=2)C2C=CC=CC=2)C=CC=CC=1.[Br:25]Br.[CH2:27]([C@@:31]1([CH2:54][CH3:55])[NH:37][C@@H:36]([C:38]2[CH:43]=[CH:42][CH:41]=[CH:40][CH:39]=2)[C:35]2[CH:44]=[C:45]([O:50][CH3:51])[C:46]([CH2:48]O)=[CH:47][C:34]=2[S:33](=[O:53])(=[O:52])[CH2:32]1)[CH2:28][CH2:29][CH3:30].S([O-])([O-])=O.[Na+].[Na+]. The catalyst is C(Cl)Cl. The product is [Br:25][CH2:48][C:46]1[C:45]([O:50][CH3:51])=[CH:44][C:35]2[C@H:36]([C:38]3[CH:43]=[CH:42][CH:41]=[CH:40][CH:39]=3)[NH:37][C@@:31]([CH2:27][CH2:28][CH2:29][CH3:30])([CH2:54][CH3:55])[CH2:32][S:33](=[O:52])(=[O:53])[C:34]=2[CH:47]=1. The yield is 0.640. (4) The reactants are Br[C:2]1[CH:6]=[CH:5][S:4][CH:3]=1.[C:7]([NH2:15])(=[O:14])[C:8]1[CH:13]=[CH:12][CH:11]=[CH:10][CH:9]=1. No catalyst specified. The product is [S:4]1[CH:5]=[CH:6][C:2]([NH:15][C:7](=[O:14])[C:8]2[CH:13]=[CH:12][CH:11]=[CH:10][CH:9]=2)=[CH:3]1. The yield is 0.980. (5) The yield is 0.650. The catalyst is C1COCC1.ClCCl. The reactants are [CH3:1][NH:2][CH:3]1[CH2:16][C:15]2[C:6]([CH3:25])([CH:7]3[CH:12]([CH2:13][CH:14]=2)[CH:11]2[CH2:17][CH2:18][CH:19]4[CH:20]([CH3:24])[N:21]([CH3:23])[CH2:22][C:10]24[CH2:9][CH2:8]3)[CH2:5][CH2:4]1.[C:26]([NH:29][C@@H:30]([C:32]([OH:34])=O)[CH3:31])(=[O:28])[CH3:27].Cl.CN(C)CCCN=C=NCC.ON1C2C=CC=CC=2N=N1. The product is [C:26]([NH:29][CH:30]([CH3:31])[C:32]([N:2]([CH3:1])[CH:3]1[CH2:16][C:15]2[C:6]([CH3:25])([CH:7]3[CH:12]([CH2:13][CH:14]=2)[CH:11]2[CH2:17][CH2:18][CH:19]4[CH:20]([CH3:24])[N:21]([CH3:23])[CH2:22][C:10]24[CH2:9][CH2:8]3)[CH2:5][CH2:4]1)=[O:34])(=[O:28])[CH3:27]. (6) The reactants are [F:1][C:2]1[CH:22]=[CH:21][C:5]([C:6]([N:8]2[CH2:13][CH2:12][CH2:11][C@H:10]([C:14](N(OC)C)=[O:15])[C@@H:9]2[CH3:20])=[O:7])=[CH:4][CH:3]=1.[F:23][C:24]1[CH:29]=[CH:28][C:27]([Mg]Br)=[CH:26][CH:25]=1.C(OCC)C. The catalyst is O1CCCC1. The product is [F:1][C:2]1[CH:3]=[CH:4][C:5]([C:6]([N:8]2[CH2:13][CH2:12][CH2:11][C@H:10]([C:14](=[O:15])[C:27]3[CH:28]=[CH:29][C:24]([F:23])=[CH:25][CH:26]=3)[C@@H:9]2[CH3:20])=[O:7])=[CH:21][CH:22]=1. The yield is 0.750.